From a dataset of Catalyst prediction with 721,799 reactions and 888 catalyst types from USPTO. Predict which catalyst facilitates the given reaction. (1) Product: [OH:1][C@@H:2]1[CH2:6][CH2:5][N:4]([C:7]2[C:26]([C:27]3[CH:28]=[CH:29][NH:30][N:31]=3)=[CH:25][C:10]([C:11]([NH:13][C:14]3[CH:19]=[CH:18][C:17]([O:20][C:21]([F:24])([F:22])[F:23])=[CH:16][CH:15]=3)=[O:12])=[CH:9][N:8]=2)[CH2:3]1. The catalyst class is: 2. Reactant: [OH:1][C@@H:2]1[CH2:6][CH2:5][N:4]([C:7]2[C:26]([C:27]3[N:31](C4CCCCO4)[N:30]=[CH:29][CH:28]=3)=[CH:25][C:10]([C:11]([NH:13][C:14]3[CH:19]=[CH:18][C:17]([O:20][C:21]([F:24])([F:23])[F:22])=[CH:16][CH:15]=3)=[O:12])=[CH:9][N:8]=2)[CH2:3]1.C(O)(C(F)(F)F)=O. (2) Reactant: C[O:2][C:3](=[O:27])[C:4]1[CH:9]=[CH:8][C:7](C(C2C(O)=CC3C(C)(C)CCC(C)(C)C=3C=2)=O)=[CH:6][CH:5]=1.[OH-].[K+].BrCCC. Product: [C:3]([OH:27])(=[O:2])[C:4]1[CH:9]=[CH:8][CH:7]=[CH:6][CH:5]=1. The catalyst class is: 16. (3) Reactant: [CH:1]1([C@@:7]([OH:17])([C:11]2[CH:16]=[CH:15][CH:14]=[CH:13][CH:12]=2)[C:8](O)=[O:9])[CH2:6][CH2:5][CH2:4][CH2:3][CH2:2]1.C(N1C=CN=C1)([N:20]1C=CN=C1)=O.N. Product: [CH:1]1([C@@:7]([OH:17])([C:11]2[CH:16]=[CH:15][CH:14]=[CH:13][CH:12]=2)[C:8]([NH2:20])=[O:9])[CH2:6][CH2:5][CH2:4][CH2:3][CH2:2]1. The catalyst class is: 4. (4) Reactant: [F:1][C:2]1[C:7]([C:8]([F:11])([F:10])[F:9])=[CH:6][CH:5]=[CH:4][C:3]=1[CH2:12][NH2:13].[CH3:14][C:15]([O:18][C:19](O[C:19]([O:18][C:15]([CH3:17])([CH3:16])[CH3:14])=[O:20])=[O:20])([CH3:17])[CH3:16]. Product: [F:1][C:2]1[C:7]([C:8]([F:10])([F:11])[F:9])=[CH:6][CH:5]=[CH:4][C:3]=1[CH2:12][NH:13][C:19](=[O:20])[O:18][C:15]([CH3:17])([CH3:16])[CH3:14]. The catalyst class is: 4. (5) Reactant: [N+:1]([C:4]1[CH:12]=[CH:11][C:7]([C:8](Cl)=[O:9])=[CH:6][CH:5]=1)([O-:3])=[O:2].[OH:13][C@H:14]1[C:18]2[N:19]=[CH:20][N:21]=[C:22]([N:23]3[CH2:28][CH2:27][N:26]([C:29]([O:31][C:32]([CH3:35])([CH3:34])[CH3:33])=[O:30])[CH2:25][CH2:24]3)[C:17]=2[C@H:16]([CH3:36])[CH2:15]1.C(N(CC)CC)C.C([O-])(O)=O.[Na+]. Product: [CH3:36][C@H:16]1[C:17]2[C:22]([N:23]3[CH2:28][CH2:27][N:26]([C:29]([O:31][C:32]([CH3:35])([CH3:34])[CH3:33])=[O:30])[CH2:25][CH2:24]3)=[N:21][CH:20]=[N:19][C:18]=2[C@H:14]([O:13][C:8](=[O:9])[C:7]2[CH:6]=[CH:5][C:4]([N+:1]([O-:3])=[O:2])=[CH:12][CH:11]=2)[CH2:15]1. The catalyst class is: 2. (6) The catalyst class is: 2. Reactant: [C:1]([Si:5]([C:18]1[CH:23]=[CH:22][CH:21]=[CH:20][CH:19]=1)([C:12]1[CH:17]=[CH:16][CH:15]=[CH:14][CH:13]=1)[O:6][CH2:7][CH2:8][CH2:9][CH2:10][OH:11])([CH3:4])([CH3:3])[CH3:2].C1C=C[NH+]=CC=1.[O-][Cr](Cl)(=O)=O. Product: [C:1]([Si:5]([C:12]1[CH:17]=[CH:16][CH:15]=[CH:14][CH:13]=1)([C:18]1[CH:23]=[CH:22][CH:21]=[CH:20][CH:19]=1)[O:6][CH2:7][CH2:8][CH2:9][CH:10]=[O:11])([CH3:4])([CH3:2])[CH3:3]. (7) Reactant: [H-].[Na+].[Cl:3][C:4]1[CH:5]=[C:6]([C@@H:10]2[C@@H:15]([C:16]3[CH:21]=[CH:20][C:19]([Cl:22])=[CH:18][CH:17]=3)[NH:14][C:13](=[O:23])[C@@:12]([CH3:27])([CH2:24][S:25][CH3:26])[CH2:11]2)[CH:7]=[CH:8][CH:9]=1.Br[CH:29]([CH2:32][CH3:33])[CH2:30][CH3:31]. Product: [Cl:3][C:4]1[CH:5]=[C:6]([C@@H:10]2[C@@H:15]([C:16]3[CH:21]=[CH:20][C:19]([Cl:22])=[CH:18][CH:17]=3)[N:14]([CH:29]([CH2:32][CH3:33])[CH2:30][CH3:31])[C:13](=[O:23])[C@@:12]([CH3:27])([CH2:24][S:25][CH3:26])[CH2:11]2)[CH:7]=[CH:8][CH:9]=1. The catalyst class is: 6. (8) Reactant: [CH2:1]([N:8]1[C:16]2[CH:15]=[C:14]([CH2:17][CH2:18][O:19][CH3:20])[N:13]=[C:12]([NH:21]CC3C=CC=CC=3)[C:11]=2[NH:10][C:9]1=[O:29])[C:2]1[CH:7]=[CH:6][CH:5]=[CH:4][CH:3]=1.O.C([O-])(O)=O.[Na+]. Product: [NH2:21][C:12]1[C:11]2[NH:10][C:9](=[O:29])[N:8]([CH2:1][C:2]3[CH:7]=[CH:6][CH:5]=[CH:4][CH:3]=3)[C:16]=2[CH:15]=[C:14]([CH2:17][CH2:18][O:19][CH3:20])[N:13]=1. The catalyst class is: 65.